This data is from Forward reaction prediction with 1.9M reactions from USPTO patents (1976-2016). The task is: Predict the product of the given reaction. Given the reactants C(C(CCCC)C([O-])=O)C.[Na+].[CH2:12]([O:19][N:20]1[C@H:25]2[CH2:26][N:22]([C@H:23]([C:27]([O:29]CC=C)=[O:28])[CH2:24]2)[C:21]1=[O:33])[C:13]1[CH:18]=[CH:17][CH:16]=[CH:15][CH:14]=1.CC(C)=O, predict the reaction product. The product is: [CH2:12]([O:19][N:20]1[C@H:25]2[CH2:26][N:22]([C@H:23]([C:27]([OH:29])=[O:28])[CH2:24]2)[C:21]1=[O:33])[C:13]1[CH:14]=[CH:15][CH:16]=[CH:17][CH:18]=1.